This data is from Full USPTO retrosynthesis dataset with 1.9M reactions from patents (1976-2016). The task is: Predict the reactants needed to synthesize the given product. (1) Given the product [C:67]([CH2:68][CH2:69][NH:70][C:29](=[O:31])[CH2:28][CH2:27][CH2:26][CH2:25][CH2:24][N:20]1[C:10]2=[N:11][C:12]([C:13]3[CH:18]=[CH:17][C:16]([CH3:19])=[CH:15][CH:14]=3)=[C:7]([C:4]3[CH:5]=[CH:6][C:1]([CH3:32])=[CH:2][CH:3]=3)[N:8]=[C:9]2[CH2:23][CH2:22][CH2:21]1)#[N:66], predict the reactants needed to synthesize it. The reactants are: [C:1]1([CH3:32])[CH:6]=[CH:5][C:4]([C:7]2[N:8]=[C:9]3[CH2:23][CH2:22][CH2:21][N:20]([CH2:24][CH2:25][CH2:26][CH2:27][CH2:28][C:29]([OH:31])=O)[C:10]3=[N:11][C:12]=2[C:13]2[CH:18]=[CH:17][C:16]([CH3:19])=[CH:15][CH:14]=2)=[CH:3][CH:2]=1.CN(C(ON1N=NC2C=CC=NC1=2)=[N+](C)C)C.F[P-](F)(F)(F)(F)F.CCN(C(C)C)C(C)C.[NH2:66][CH2:67][CH2:68][C:69]#[N:70]. (2) Given the product [C:37]([O:41][C:42](=[O:60])[NH:43][CH2:44][CH2:45][CH2:46][O:47][C:48]1[C:57]2[CH2:56][CH2:55][CH2:54][CH2:53][C:52]=2[C:51]([CH:58]=[CH:7][CH2:6][CH2:5][N:2]=[N+:3]=[N-:4])=[CH:50][CH:49]=1)([CH3:40])([CH3:39])[CH3:38], predict the reactants needed to synthesize it. The reactants are: [Br-].[N:2]([CH2:5][CH2:6][CH2:7][P+](C1C=CC=CC=1)(C1C=CC=CC=1)C1C=CC=CC=1)=[N+:3]=[N-:4].[Li+].C[Si]([N-][Si](C)(C)C)(C)C.[C:37]([O:41][C:42](=[O:60])[NH:43][CH2:44][CH2:45][CH2:46][O:47][C:48]1[C:57]2[CH2:56][CH2:55][CH2:54][CH2:53][C:52]=2[C:51]([CH:58]=O)=[CH:50][CH:49]=1)([CH3:40])([CH3:39])[CH3:38].O. (3) Given the product [C:2](=[N:4][O:5][C:13]1[CH:18]=[CH:17][C:16]([N:19]2[C:23]([C:24]([NH:26][C:27]3[CH:28]=[CH:29][C:30]([C:33]4[C:41]5[S:40](=[O:43])(=[O:42])[N:39]([C:44]([O:46][C:47]([CH3:50])([CH3:48])[CH3:49])=[O:45])[CH2:38][C:37]=5[CH:36]=[CH:35][CH:34]=4)=[CH:31][CH:32]=3)=[O:25])=[CH:22][C:21]([C:51]([F:52])([F:53])[F:54])=[N:20]2)=[CH:15][C:14]=1[C:55]#[N:56])([CH3:3])[CH3:1], predict the reactants needed to synthesize it. The reactants are: [CH3:1][C:2](=[N:4][OH:5])[CH3:3].CC(C)([O-])C.[Na+].F[C:13]1[CH:18]=[CH:17][C:16]([N:19]2[C:23]([C:24]([NH:26][C:27]3[CH:32]=[CH:31][C:30]([C:33]4[C:41]5[S:40](=[O:43])(=[O:42])[N:39]([C:44]([O:46][C:47]([CH3:50])([CH3:49])[CH3:48])=[O:45])[CH2:38][C:37]=5[CH:36]=[CH:35][CH:34]=4)=[CH:29][CH:28]=3)=[O:25])=[CH:22][C:21]([C:51]([F:54])([F:53])[F:52])=[N:20]2)=[CH:15][C:14]=1[C:55]#[N:56]. (4) Given the product [C:16]1([CH2:15][C@H:11]2[CH2:12][NH:13][C@@H:8]([CH2:7][C:1]3[CH:6]=[CH:5][CH:4]=[CH:3][CH:2]=3)[CH2:9][NH:10]2)[CH:17]=[CH:18][CH:19]=[CH:20][CH:21]=1, predict the reactants needed to synthesize it. The reactants are: [C:1]1([CH2:7][C@@H:8]2[NH:13][C:12](=O)[C@H:11]([CH2:15][C:16]3[CH:21]=[CH:20][CH:19]=[CH:18][CH:17]=3)[NH:10][C:9]2=O)[CH:6]=[CH:5][CH:4]=[CH:3][CH:2]=1.B.C1COCC1. (5) Given the product [C:8]([O:12][C:13](=[O:41])[NH:14][C@@H:15]([CH2:16][N:17]1[CH2:22][C:21](=[O:23])[N:20]([C:24]2[CH:29]=[C:28]([F:30])[CH:27]=[CH:26][C:25]=2[Cl:31])[CH2:19][C:18]1([CH3:32])[CH3:33])[C@@H:34]([OH:35])[CH2:38][C@H:37]([C:36](=[O:40])[NH:45][CH2:44][C:43]([CH3:47])([CH3:46])[CH3:42])[CH3:39])([CH3:9])([CH3:11])[CH3:10], predict the reactants needed to synthesize it. The reactants are: OC1C=CC=CN=1.[C:8]([O:12][C:13](=[O:41])[NH:14][C@H:15]([C@@H:34]1[CH2:38][C@@H:37]([CH3:39])[C:36](=[O:40])[O:35]1)[CH2:16][N:17]1[CH2:22][C:21](=[O:23])[N:20]([C:24]2[CH:29]=[C:28]([F:30])[CH:27]=[CH:26][C:25]=2[Cl:31])[CH2:19][C:18]1([CH3:33])[CH3:32])([CH3:11])([CH3:10])[CH3:9].[CH3:42][C:43]([CH3:47])([CH3:46])[CH2:44][NH2:45]. (6) Given the product [C:26]1([CH2:25][C@H:12]([N:3]2[C:2](=[O:1])[C:10]3[C:5](=[CH:6][CH:7]=[CH:8][CH:9]=3)[C:4]2=[O:11])[C:13]2[O:14][C:17]([C:18]3[CH:23]=[CH:22][CH:21]=[CH:20][CH:19]=3)=[CH:16][N:15]=2)[CH:27]=[CH:28][CH:29]=[CH:30][CH:31]=1, predict the reactants needed to synthesize it. The reactants are: [O:1]=[C:2]1[C:10]2[C:5](=[CH:6][CH:7]=[CH:8][CH:9]=2)[C:4](=[O:11])[N:3]1[C@@H:12]([CH2:25][C:26]1[CH:31]=[CH:30][CH:29]=[CH:28][CH:27]=1)[C:13]([NH:15][CH2:16][C:17](=O)[C:18]1[CH:23]=[CH:22][CH:21]=[CH:20][CH:19]=1)=[O:14].P(Cl)(Cl)(Cl)=O.